Dataset: Forward reaction prediction with 1.9M reactions from USPTO patents (1976-2016). Task: Predict the product of the given reaction. (1) Given the reactants [Cl:1][C:2]1[CH:6]=[C:5]([C:7]2[N:8]([CH3:12])[N:9]=[CH:10][N:11]=2)[S:4][C:3]=1[C:13]1[N:17]2[N:18]=[C:19]([CH3:27])[CH:20]=[C:21]([CH:22]([CH2:25][CH3:26])[CH2:23][CH3:24])[C:16]2=[N:15][C:14]=1[CH3:28].C1COCC1.[Li]C(C)(C)C.[F:39]NS(C1C=CC=CC=1)(=O)=O, predict the reaction product. The product is: [Cl:1][C:2]1[CH:6]=[C:5]([C:7]2[N:8]([CH3:12])[N:9]=[C:10]([F:39])[N:11]=2)[S:4][C:3]=1[C:13]1[N:17]2[N:18]=[C:19]([CH3:27])[CH:20]=[C:21]([CH:22]([CH2:23][CH3:24])[CH2:25][CH3:26])[C:16]2=[N:15][C:14]=1[CH3:28]. (2) Given the reactants Cl[C:2]1[C:11]2[C:6](=[CH:7][CH:8]=[C:9]([N+:12]([O-:14])=[O:13])[CH:10]=2)[N:5]=[CH:4][N:3]=1.[CH3:15][N:16]1[CH2:21][CH2:20][NH:19][CH2:18][CH2:17]1, predict the reaction product. The product is: [CH3:15][N:16]1[CH2:21][CH2:20][N:19]([C:2]2[C:11]3[C:6](=[CH:7][CH:8]=[C:9]([N+:12]([O-:14])=[O:13])[CH:10]=3)[N:5]=[CH:4][N:3]=2)[CH2:18][CH2:17]1. (3) Given the reactants [NH2:1][C:2]1[C:3]([OH:19])=[C:4]([CH:16]=[CH:17][CH:18]=1)[C:5]([N:7]1[CH2:11][CH2:10][CH2:9][C@@H:8]1[C:12]([O:14][CH3:15])=[O:13])=[O:6].[CH3:20][O:21][C:22]1[C:23](=O)[C:24](=[O:28])[C:25]=1[O:26]C.C(OCC)(=O)C, predict the reaction product. The product is: [OH:19][C:3]1[C:2]([NH:1][C:23]2[C:24](=[O:28])[C:25](=[O:26])[C:22]=2[O:21][CH3:20])=[CH:18][CH:17]=[CH:16][C:4]=1[C:5]([N:7]1[CH2:11][CH2:10][CH2:9][C@@H:8]1[C:12]([O:14][CH3:15])=[O:13])=[O:6]. (4) Given the reactants [C:1]([O:4][C@H:5]1[C@@H:10]([O:11][C:12](=[O:14])[CH3:13])[CH:9]=[CH:8][O:7][CH2:6]1)(=[O:3])[CH3:2], predict the reaction product. The product is: [C:1]([O:4][C@H:5]1[C@@H:10]([O:11][C:12](=[O:14])[CH3:13])[CH2:9][CH2:8][O:7][CH2:6]1)(=[O:3])[CH3:2]. (5) Given the reactants [C:1]1([CH:7]([C:18]2[CH:23]=[CH:22][CH:21]=[CH:20][CH:19]=2)[N:8](C2C=CC=CC=2)[C:9](=[O:11])[O-])[CH:6]=[CH:5][CH:4]=[CH:3][CH:2]=1.[OH:24][C:25]([C:27]1([C:33]2[CH:38]=[CH:37][CH:36]=[CH:35][CH:34]=2)[CH2:32][CH2:31][NH:30][CH2:29][CH2:28]1)=[O:26].C1CCN2C(=NCCC2)CC1, predict the reaction product. The product is: [C:18]1([CH:7]([C:1]2[CH:2]=[CH:3][CH:4]=[CH:5][CH:6]=2)[NH:8][C:9]([N:30]2[CH2:31][CH2:32][C:27]([C:25]([OH:26])=[O:24])([C:33]3[CH:38]=[CH:37][CH:36]=[CH:35][CH:34]=3)[CH2:28][CH2:29]2)=[O:11])[CH:19]=[CH:20][CH:21]=[CH:22][CH:23]=1. (6) The product is: [Cl:1][C:2]1[CH:8]=[C:6]2[C:5]([CH:9]=[N:11][NH:7]2)=[CH:4][CH:3]=1. Given the reactants [Cl:1][C:2]1[CH:3]=[CH:4][C:5]([CH3:9])=[C:6]([CH:8]=1)[NH2:7].Cl.[N:11]([O-])=O.[Na+].C([O-])(=O)C.[K+].C1OCCOCCOCCOCCOCCOC1, predict the reaction product. (7) Given the reactants [CH2:1]([O:3][CH:4]([C:21]1[C:30]([O:31][CH3:32])=[CH:29][C:28]2[C:23](=[CH:24][CH:25]=[CH:26][CH:27]=2)[N:22]=1)[N:5]1[C:9]2[CH:10]=[CH:11][CH:12]=[CH:13][C:8]=2[N:7]=[C:6]1[NH:14][CH:15]1[CH2:20][CH2:19][NH:18][CH2:17][CH2:16]1)[CH3:2].[C:33](=[O:36])([O-])[O-:34].[K+].[K+].[C:39](#[N:41])[CH3:40], predict the reaction product. The product is: [CH2:1]([O:3][CH:4]([C:21]1[C:30]([O:31][CH3:32])=[CH:29][C:28]2[C:23](=[CH:24][CH:25]=[CH:26][CH:27]=2)[N:22]=1)[N:5]1[C:9]2[CH:10]=[CH:11][CH:12]=[CH:13][C:8]=2[N:7]=[C:6]1[NH:14][CH:15]1[CH2:20][CH2:19][N:18]([CH2:40][CH:39]([NH:41][C:33](=[O:36])[O:34][C:28]([CH3:29])([CH3:23])[CH3:27])[CH:8]([CH3:13])[CH3:9])[CH2:17][CH2:16]1)[CH3:2]. (8) Given the reactants [Cl:1][C:2]1[CH:7]=[CH:6][C:5]([C:8]2[C:9]([C:14]([O:16][CH3:17])=[O:15])=[N:10][CH:11]=[CH:12][CH:13]=2)=[CH:4][C:3]=1[C:18]([O:20]C(C)(C)C)=[O:19].FC(F)(F)C(O)=O, predict the reaction product. The product is: [C:18]([C:3]1[CH:4]=[C:5]([C:8]2[C:9]([C:14]([O:16][CH3:17])=[O:15])=[N:10][CH:11]=[CH:12][CH:13]=2)[CH:6]=[CH:7][C:2]=1[Cl:1])([OH:20])=[O:19]. (9) Given the reactants [C:1]([NH:4][C:5](=O)[CH2:6][C:7]([C:18]1[CH:23]=[CH:22][C:21]([CH2:24][CH2:25][CH2:26][CH2:27][CH2:28][CH2:29][CH2:30][CH3:31])=[CH:20][CH:19]=1)(C(OCC)=O)C(OCC)=O)(=[O:3])[CH3:2].[BH4-].[Na+].[C:35]([O:38][CH2:39]C)(=[O:37])[CH3:36], predict the reaction product. The product is: [C:35]([O:38][CH2:39][C:5]([NH:4][C:1](=[O:3])[CH3:2])([CH2:39][O:38][C:35](=[O:37])[CH3:36])[CH2:6][CH2:7][C:18]1[CH:19]=[CH:20][C:21]([CH2:24][CH2:25][CH2:26][CH2:27][CH2:28][CH2:29][CH2:30][CH3:31])=[CH:22][CH:23]=1)(=[O:37])[CH3:36].